This data is from Forward reaction prediction with 1.9M reactions from USPTO patents (1976-2016). The task is: Predict the product of the given reaction. (1) Given the reactants Cl.C[N:3]([CH3:12])CCCN=C=NCC.[CH:13]([N:26]1[CH2:29][CH:28]([C:30](O)=[O:31])[CH2:27]1)([C:20]1[CH:25]=[CH:24][CH:23]=[CH:22][CH:21]=1)[C:14]1[CH:19]=[CH:18][CH:17]=[CH:16][CH:15]=1.Cl.CN[O:36][CH3:37].C(N(CC)CC)C, predict the reaction product. The product is: [CH3:37][O:36][CH2:12][NH:3][C:30]([CH:28]1[CH2:27][N:26]([CH:13]([C:14]2[CH:15]=[CH:16][CH:17]=[CH:18][CH:19]=2)[C:20]2[CH:21]=[CH:22][CH:23]=[CH:24][CH:25]=2)[CH2:29]1)=[O:31]. (2) Given the reactants Br[CH2:2][CH2:3][CH2:4][O:5][C:6]1[C:11]2[B:12]([OH:15])[O:13][CH2:14][C:10]=2[CH:9]=[CH:8][CH:7]=1.[F:16][C:17]1[CH:18]=[C:19]([N:29]2[CH2:33][CH:32]([CH2:34][NH:35][C:36](=[O:38])[CH3:37])[O:31][C:30]2=[O:39])[CH:20]=[CH:21][C:22]=1[N:23]1[CH2:28][CH2:27][NH:26][CH2:25][CH2:24]1.CCN(CC)CC.O.[ClH:48], predict the reaction product. The product is: [ClH:48].[F:16][C:17]1[CH:18]=[C:19]([N:29]2[CH2:33][C@H:32]([CH2:34][NH:35][C:36](=[O:38])[CH3:37])[O:31][C:30]2=[O:39])[CH:20]=[CH:21][C:22]=1[N:23]1[CH2:28][CH2:27][N:26]([CH2:2][CH2:3][CH2:4][O:5][C:6]2[C:11]3[B:12]([OH:15])[O:13][CH2:14][C:10]=3[CH:9]=[CH:8][CH:7]=2)[CH2:25][CH2:24]1. (3) The product is: [S:41]1[CH:42]=[CH:43][CH:44]=[C:40]1[C:37]1[N:36]=[C:35]([C:7]2[N:11]3[CH:12]=[CH:13][C:14]([C:16]([F:19])([F:18])[F:17])=[N:15][C:10]3=[N:9][CH:8]=2)[S:39][N:38]=1. Given the reactants C([Mg]Cl)(C)C.Br[C:7]1[N:11]2[CH:12]=[CH:13][C:14]([C:16]([F:19])([F:18])[F:17])=[N:15][C:10]2=[N:9][CH:8]=1.C([Sn](Cl)(CCCC)CCCC)CCC.Cl[C:35]1[S:39][N:38]=[C:37]([C:40]2[S:41][CH:42]=[CH:43][CH:44]=2)[N:36]=1, predict the reaction product. (4) Given the reactants [CH3:1][S:2]([N:5]1[C:9]([C:10]2[CH:15]=[CH:14][CH:13]=[CH:12][CH:11]=2)=[CH:8][C:7]([CH:16]=O)=[CH:6]1)(=[O:4])=[O:3].C([CH2:25][NH2:26])C1C=CC=CC=1.C(O[BH-](OC(=O)C)OC(=O)C)(=O)C.[Na+].C(=O)([O-])O.[Na+], predict the reaction product. The product is: [CH3:1][S:2]([N:5]1[C:9]([C:10]2[CH:15]=[CH:14][CH:13]=[CH:12][CH:11]=2)=[CH:8][C:7]([CH2:16][NH:26][CH3:25])=[CH:6]1)(=[O:4])=[O:3]. (5) Given the reactants [CH:1]([O:4][CH2:5][CH:6]([OH:9])[CH2:7][CH3:8])([CH3:3])[CH3:2].[F:10][C:11]([F:22])([F:21])[C:12](O[C:12](=[O:13])[C:11]([F:22])([F:21])[F:10])=[O:13], predict the reaction product. The product is: [CH:1]([O:4][CH2:5][CH:6]([O:9][C:12](=[O:13])[C:11]([F:22])([F:21])[F:10])[CH2:7][CH3:8])([CH3:3])[CH3:2]. (6) The product is: [CH3:24][C:23]1[CH:25]=[CH:26][C:20]([S:17]([O:1][CH2:2][CH:3]2[O:4][CH2:5][C:6](=[O:9])[NH:7][CH2:8]2)(=[O:19])=[O:18])=[CH:21][CH:22]=1. Given the reactants [OH:1][CH2:2][CH:3]1[CH2:8][NH:7][C:6](=[O:9])[CH2:5][O:4]1.C(N(CC)CC)C.[S:17](Cl)([C:20]1[CH:26]=[CH:25][C:23]([CH3:24])=[CH:22][CH:21]=1)(=[O:19])=[O:18], predict the reaction product. (7) The product is: [OH:27][C:16]1[C:15](=[O:28])[N:4]([C:5]2[N:6]=[N:7][C:8]([CH3:11])=[CH:9][CH:10]=2)[CH:1]([CH3:2])[C:17]=1[C:18](=[O:26])[C:19]1[CH:20]=[CH:21][C:22]([CH3:25])=[CH:23][CH:24]=1. Given the reactants [CH:1](=O)[CH3:2].[NH2:4][C:5]1[N:6]=[N:7][C:8]([CH3:11])=[CH:9][CH:10]=1.C(O[C:15](=[O:28])[C:16]([OH:27])=[CH:17][C:18](=[O:26])[C:19]1[CH:24]=[CH:23][C:22]([CH3:25])=[CH:21][CH:20]=1)C, predict the reaction product. (8) Given the reactants [N+:1]([C:4]1[CH:5]=[C:6]2[C:11](=[CH:12][CH:13]=1)[CH2:10][N:9]([C:14]([O:16][C:17]([CH3:20])([CH3:19])[CH3:18])=[O:15])[CH2:8][CH2:7]2)([O-])=O.[Cl:21][C:22]1[N:30]=[C:29]([CH3:31])[CH:28]=[CH:27][C:23]=1[C:24](O)=[O:25].ON1C2C=CC=CC=2N=N1.Cl.CN(C)CCCN=C=NCC, predict the reaction product. The product is: [Cl:21][C:22]1[C:23]([C:24]([NH:1][C:4]2[CH:5]=[C:6]3[C:11](=[CH:12][CH:13]=2)[CH2:10][N:9]([C:14]([O:16][C:17]([CH3:20])([CH3:19])[CH3:18])=[O:15])[CH2:8][CH2:7]3)=[O:25])=[CH:27][CH:28]=[C:29]([CH3:31])[N:30]=1.